Dataset: Forward reaction prediction with 1.9M reactions from USPTO patents (1976-2016). Task: Predict the product of the given reaction. Given the reactants [Cl:1][C:2]1[CH:7]=[CH:6][C:5]([C@H:8]2[CH2:13][C@H:12]([C:14](=[O:21])[CH2:15][C:16](OCC)=[O:17])[CH2:11][CH2:10][N:9]2[C:22]([O:24][CH3:25])=[O:23])=[CH:4][C:3]=1[F:26].[OH-].[Na+].[NH2:29]O.Cl, predict the reaction product. The product is: [Cl:1][C:2]1[CH:7]=[CH:6][C:5]([C@H:8]2[CH2:13][C@H:12]([C:14]3[O:21][NH:29][C:16](=[O:17])[CH:15]=3)[CH2:11][CH2:10][N:9]2[C:22]([O:24][CH3:25])=[O:23])=[CH:4][C:3]=1[F:26].